This data is from Catalyst prediction with 721,799 reactions and 888 catalyst types from USPTO. The task is: Predict which catalyst facilitates the given reaction. (1) Product: [CH2:1]([O:3][C:4](=[O:7])[CH2:5][NH:11][CH:8]1[CH2:10][CH2:9]1)[CH3:2]. Reactant: [CH2:1]([O:3][C:4](=[O:7])[CH2:5]Br)[CH3:2].[CH:8]1([NH2:11])[CH2:10][CH2:9]1. The catalyst class is: 14. (2) Reactant: Br[C:2]1[CH:7]=[CH:6][C:5]2[N:8]3[C:21]4[CH:20]=[CH:19][CH:18]=[CH:17][C:16]=4[C:15]([CH3:23])([CH3:22])[C:14]4[C:9]3=[C:10]([CH:11]=[C:12](Br)[CH:13]=4)[C:4]=2[CH:3]=1.[C:25]1(B(O)O)[CH:30]=[CH:29][CH:28]=[CH:27][CH:26]=1.C([O-])(O)=O.[Na+]. Product: [CH3:23][C:15]1([CH3:22])[C:14]2[C:9]3=[C:10]([C:4]4[CH:3]=[C:2]([C:2]5[CH:7]=[CH:6][CH:5]=[CH:4][CH:3]=5)[CH:7]=[CH:6][C:5]=4[N:8]3[C:21]3[CH:20]=[CH:19][CH:18]=[CH:17][C:16]1=3)[CH:11]=[C:12]([C:25]1[CH:30]=[CH:29][CH:28]=[CH:27][CH:26]=1)[CH:13]=2. The catalyst class is: 234. (3) Reactant: C([CH:3](C([O-])=O)[C:4]([O-:6])=[O:5])C.[K+].[K+].C(N([CH2:17][CH3:18])CC)C.[Cl-].[Mg+2].[Cl-].[F:22][C:23]1[CH:31]=[CH:30][CH:29]=[C:28]([O:32][CH3:33])[C:24]=1[C:25](Cl)=[O:26]. Product: [F:22][C:23]1[CH:31]=[CH:30][CH:29]=[C:28]([O:32][CH3:33])[C:24]=1[C:25](=[O:26])[CH2:3][C:4]([O:6][CH2:17][CH3:18])=[O:5]. The catalyst class is: 10.